Dataset: Reaction yield outcomes from USPTO patents with 853,638 reactions. Task: Predict the reaction yield, written as a fraction of the theoretical maximum amount of product (1.0 means a 100% yield; for example, 0.34 means a 34% yield). (1) The reactants are [NH2:1][C:2]1[S:3][C:4]([C:10]#[N:11])=[C:5]([CH3:9])[C:6]=1[C:7]#[N:8].N(OS(=O)(=O)O)=O.[OH:19][CH2:20][CH2:21][NH:22][C:23]1[N:30]=[C:29]([NH:31][CH2:32][CH2:33][OH:34])[CH:28]=[C:27]([CH3:35])[C:24]=1[C:25]#[N:26].[NH3:36]. The catalyst is OS(O)(=O)=O.CO.NC(N)=O.O. The product is [C:25]([C:24]1[C:27]([CH3:35])=[C:28]([N:36]=[N:1][C:2]2[S:3][C:4]([C:10]#[N:11])=[C:5]([CH3:9])[C:6]=2[C:7]#[N:8])[C:29]([NH:31][CH2:32][CH2:33][OH:34])=[N:30][C:23]=1[NH:22][CH2:21][CH2:20][OH:19])#[N:26]. The yield is 0.920. (2) The reactants are [Br:1][C:2]1[CH:9]=[CH:8][C:5]([CH2:6]Br)=[CH:4][CH:3]=1.[CH3:10][S:11]([O-:13])=[O:12].[Na+].O. The catalyst is CN(C)C=O. The product is [Br:1][C:2]1[CH:9]=[CH:8][C:5]([CH2:6][S:11]([CH3:10])(=[O:13])=[O:12])=[CH:4][CH:3]=1. The yield is 0.840.